Dataset: Full USPTO retrosynthesis dataset with 1.9M reactions from patents (1976-2016). Task: Predict the reactants needed to synthesize the given product. Given the product [F:1][C:2]1[CH:3]=[C:4]([NH:10][C:12]2[C:17]([C:18]3[N:23]=[C:22]([CH3:24])[N:21]=[C:20]([N:25]([CH2:26][C:27]4[CH:28]=[CH:29][C:30]([O:33][CH3:34])=[CH:31][CH:32]=4)[CH2:35][C:36]4[CH:37]=[CH:38][C:39]([O:42][CH3:43])=[CH:40][CH:41]=4)[N:19]=3)=[CH:16][CH:15]=[CH:14][N:13]=2)[CH:5]=[N:6][C:7]=1[O:8][CH3:9], predict the reactants needed to synthesize it. The reactants are: [F:1][C:2]1[CH:3]=[C:4]([NH2:10])[CH:5]=[N:6][C:7]=1[O:8][CH3:9].F[C:12]1[C:17]([C:18]2[N:23]=[C:22]([CH3:24])[N:21]=[C:20]([N:25]([CH2:35][C:36]3[CH:41]=[CH:40][C:39]([O:42][CH3:43])=[CH:38][CH:37]=3)[CH2:26][C:27]3[CH:32]=[CH:31][C:30]([O:33][CH3:34])=[CH:29][CH:28]=3)[N:19]=2)=[CH:16][CH:15]=[CH:14][N:13]=1.[Li+].C[Si]([N-][Si](C)(C)C)(C)C.